Dataset: Forward reaction prediction with 1.9M reactions from USPTO patents (1976-2016). Task: Predict the product of the given reaction. Given the reactants [CH3:1][C:2]1([CH3:25])[CH2:11][CH2:10][C:9]([CH3:13])([CH3:12])[C:8]2[CH:7]=[C:6]([C:14]3[N:18]=[C:17]([N:19]4[CH2:24][CH2:23][NH:22][CH2:21][CH2:20]4)[S:16][N:15]=3)[CH:5]=[CH:4][C:3]1=2.C([O:29][CH2:30][CH2:31][CH2:32][CH2:33]Br)(=O)C.[OH-].[Na+], predict the reaction product. The product is: [CH3:1][C:2]1([CH3:25])[CH2:11][CH2:10][C:9]([CH3:12])([CH3:13])[C:8]2[CH:7]=[C:6]([C:14]3[N:18]=[C:17]([N:19]4[CH2:20][CH2:21][N:22]([CH2:33][CH2:32][CH2:31][CH2:30][OH:29])[CH2:23][CH2:24]4)[S:16][N:15]=3)[CH:5]=[CH:4][C:3]1=2.